This data is from Forward reaction prediction with 1.9M reactions from USPTO patents (1976-2016). The task is: Predict the product of the given reaction. (1) Given the reactants Br[C:2]1[CH:3]=[CH:4][C:5]([F:10])=[C:6]([CH:9]=1)[C:7]#[N:8].[C:11]1(B(O)O)[CH:16]=[CH:15][CH:14]=[CH:13][CH:12]=1.C([O-])([O-])=O.[Cs+].[Cs+].O, predict the reaction product. The product is: [F:10][C:5]1[CH:4]=[CH:3][C:2]([C:11]2[CH:16]=[CH:15][CH:14]=[CH:13][CH:12]=2)=[CH:9][C:6]=1[C:7]#[N:8]. (2) Given the reactants Br[C:2]1[CH:3]=[CH:4][C:5]2[N:9]=[C:8]([CH3:10])[N:7]([C:11]3[N:16]=[CH:15][N:14]=[C:13]([NH2:17])[N:12]=3)[C:6]=2[CH:18]=1.C1(P(C2C=CC=CC=2)CCCP(C2C=CC=CC=2)C2C=CC=CC=2)C=CC=CC=1.C([O-])([O-])=O.[K+].[K+].[C:54]([Si:58]([O:61][CH2:62][C:63]([CH3:67])([CH3:66])[C:64]#[CH:65])([CH3:60])[CH3:59])([CH3:57])([CH3:56])[CH3:55], predict the reaction product. The product is: [C:54]([Si:58]([CH3:59])([CH3:60])[O:61][CH2:62][C:63]([CH3:67])([CH3:66])[C:64]#[C:65][C:2]1[CH:3]=[CH:4][C:5]2[N:9]=[C:8]([CH3:10])[N:7]([C:11]3[N:16]=[CH:15][N:14]=[C:13]([NH2:17])[N:12]=3)[C:6]=2[CH:18]=1)([CH3:56])([CH3:57])[CH3:55]. (3) Given the reactants [Cl:1][C:2]1[CH:9]=[CH:8][C:5]([CH:6]=O)=[C:4]([F:10])[C:3]=1[O:11][C:12]1[CH:17]=[CH:16][CH:15]=[CH:14][CH:13]=1.[CH3:18][C:19]([S@:22]([NH2:24])=[O:23])([CH3:21])[CH3:20].O.O.O.O.O.O.O.O.O.O.S([O-])([O-])(=O)=O.[Na+].[Na+], predict the reaction product. The product is: [Cl:1][C:2]1[CH:9]=[CH:8][C:5](/[CH:6]=[N:24]/[S@@:22]([C:19]([CH3:21])([CH3:20])[CH3:18])=[O:23])=[C:4]([F:10])[C:3]=1[O:11][C:12]1[CH:17]=[CH:16][CH:15]=[CH:14][CH:13]=1.